Dataset: Reaction yield outcomes from USPTO patents with 853,638 reactions. Task: Predict the reaction yield, written as a fraction of the theoretical maximum amount of product (1.0 means a 100% yield; for example, 0.34 means a 34% yield). (1) The reactants are [Cl:1][C:2]1[CH:7]=[C:6](Cl)[C:5]([N+:9]([O-:11])=[O:10])=[CH:4][N:3]=1.[F:12][C:13]([F:18])([F:17])[CH:14]([NH2:16])[CH3:15]. No catalyst specified. The product is [Cl:1][C:2]1[CH:7]=[C:6]([NH:16][CH:14]([CH3:15])[C:13]([F:18])([F:17])[F:12])[C:5]([N+:9]([O-:11])=[O:10])=[CH:4][N:3]=1. The yield is 0.620. (2) The reactants are Cl[C:2]1[N:11]=[C:10]([N:12]2[CH2:17][CH2:16][N:15]([C:18](=[O:25])[C@H:19]([OH:24])[CH2:20][CH:21]([CH3:23])[CH3:22])[CH2:14][CH2:13]2)[C:9]2[C:4](=[CH:5][C:6]([CH3:26])=[CH:7][CH:8]=2)[N:3]=1.[F:27][C:28]1[CH:29]=[CH:30][C:31]([O:37][CH3:38])=[C:32](B(O)O)[CH:33]=1.C([O-])([O-])=O.[K+].[K+].C(#N)C. The catalyst is C1C=CC([P]([Pd]([P](C2C=CC=CC=2)(C2C=CC=CC=2)C2C=CC=CC=2)([P](C2C=CC=CC=2)(C2C=CC=CC=2)C2C=CC=CC=2)[P](C2C=CC=CC=2)(C2C=CC=CC=2)C2C=CC=CC=2)(C2C=CC=CC=2)C2C=CC=CC=2)=CC=1.O. The product is [F:27][C:28]1[CH:33]=[CH:32][C:31]([O:37][CH3:38])=[C:30]([C:2]2[N:11]=[C:10]([N:12]3[CH2:17][CH2:16][N:15]([C:18](=[O:25])[C@H:19]([OH:24])[CH2:20][CH:21]([CH3:23])[CH3:22])[CH2:14][CH2:13]3)[C:9]3[C:4](=[CH:5][C:6]([CH3:26])=[CH:7][CH:8]=3)[N:3]=2)[CH:29]=1. The yield is 0.700.